Dataset: Reaction yield outcomes from USPTO patents with 853,638 reactions. Task: Predict the reaction yield, written as a fraction of the theoretical maximum amount of product (1.0 means a 100% yield; for example, 0.34 means a 34% yield). (1) The reactants are [N:1]1([CH2:7][CH2:8][O:9][C:10]2[CH:15]=[CH:14][C:13]([NH2:16])=[CH:12][CH:11]=2)[CH2:6][CH2:5][CH2:4][CH2:3][CH2:2]1.[F:17][C:18]1[CH:26]=[C:25]2[C:21]([C:22](=[CH:28]O)[C:23](=[O:27])[NH:24]2)=[CH:20][CH:19]=1. No catalyst specified. The product is [F:17][C:18]1[CH:26]=[C:25]2[C:21]([C:22](=[CH:28][NH:16][C:13]3[CH:12]=[CH:11][C:10]([O:9][CH2:8][CH2:7][N:1]4[CH2:2][CH2:3][CH2:4][CH2:5][CH2:6]4)=[CH:15][CH:14]=3)[C:23](=[O:27])[NH:24]2)=[CH:20][CH:19]=1. The yield is 0.700. (2) The reactants are CN(C=O)C.[CH:6]1([C:12]2([CH3:20])[N:16]([CH3:17])[C:15](=[O:18])[NH:14][C:13]2=[O:19])[CH2:11][CH2:10][CH2:9][CH2:8][CH2:7]1.[H-].[Na+].Br[CH2:24][C:25]([C:27]1[CH:32]=[CH:31][CH:30]=[C:29]([OH:33])[CH:28]=1)=[O:26]. The catalyst is O. The product is [CH:6]1([C:12]2([CH3:20])[N:16]([CH3:17])[C:15](=[O:18])[N:14]([CH2:24][C:25]([C:27]3[CH:32]=[CH:31][CH:30]=[C:29]([OH:33])[CH:28]=3)=[O:26])[C:13]2=[O:19])[CH2:7][CH2:8][CH2:9][CH2:10][CH2:11]1. The yield is 0.450. (3) The reactants are [OH:1][CH2:2][CH2:3][C:4]([O:6][C:7]([CH3:10])([CH3:9])[CH3:8])=[O:5].N1C=CC=CC=1.Cl[C:18]([C:31]1[CH:36]=[CH:35][CH:34]=[CH:33][CH:32]=1)([C:25]1[CH:30]=[CH:29][CH:28]=[CH:27][CH:26]=1)[C:19]1[CH:24]=[CH:23][CH:22]=[CH:21][CH:20]=1. The catalyst is C(Cl)Cl. The product is [C:18]([O:1][CH2:2][CH2:3][C:4]([O:6][C:7]([CH3:10])([CH3:9])[CH3:8])=[O:5])([C:19]1[CH:24]=[CH:23][CH:22]=[CH:21][CH:20]=1)([C:31]1[CH:32]=[CH:33][CH:34]=[CH:35][CH:36]=1)[C:25]1[CH:26]=[CH:27][CH:28]=[CH:29][CH:30]=1. The yield is 0.658. (4) The reactants are Cl[C:2]1[N:7]=[C:6]([N:8]([CH3:28])[CH2:9][CH2:10][CH2:11][O:12][C:13]2[CH:14]=[C:15]3[C:19](=[CH:20][CH:21]=2)[C@H:18]([CH2:22][C:23]([O:25][CH2:26][CH3:27])=[O:24])[CH2:17][CH2:16]3)[C:5]([F:29])=[CH:4][C:3]=1[C:30]#[N:31].C(=O)([O-])[O-].[Na+].[Na+].[CH3:38][O:39][C:40]1[CH:45]=[CH:44][C:43](B(O)O)=[CH:42][CH:41]=1.C(Cl)Cl. The catalyst is C1(C)C=CC=CC=1.C1C=CC(P(C2C=CC=CC=2)[C-]2C=CC=C2)=CC=1.C1C=CC(P(C2C=CC=CC=2)[C-]2C=CC=C2)=CC=1.Cl[Pd]Cl.[Fe+2].O.O1CCOCC1. The product is [C:30]([C:3]1[CH:4]=[C:5]([F:29])[C:6]([N:8]([CH3:28])[CH2:9][CH2:10][CH2:11][O:12][C:13]2[CH:14]=[C:15]3[C:19](=[CH:20][CH:21]=2)[C@H:18]([CH2:22][C:23]([O:25][CH2:26][CH3:27])=[O:24])[CH2:17][CH2:16]3)=[N:7][C:2]=1[C:43]1[CH:44]=[CH:45][C:40]([O:39][CH3:38])=[CH:41][CH:42]=1)#[N:31]. The yield is 0.880. (5) The reactants are [N+:1]([C:4]1[CH:12]=[CH:11][C:7]([C:8]([OH:10])=[O:9])=[CH:6][CH:5]=1)([O-:3])=[O:2].[N+:13]([C:16]1[CH:21]=[CH:20][C:19](O)=[CH:18][CH:17]=1)([O-:15])=[O:14]. The catalyst is C1COCC1.C(N(CC)CC)C.CN(C1C=CN=CC=1)C. The product is [N+:1]([C:4]1[CH:5]=[CH:6][C:7]([C:8]([O:10][C:19]2[CH:20]=[CH:21][C:16]([N+:13]([O-:15])=[O:14])=[CH:17][CH:18]=2)=[O:9])=[CH:11][CH:12]=1)([O-:3])=[O:2]. The yield is 0.760. (6) The reactants are [O:1]([CH2:8][C:9]1[CH:10]=[C:11]([C:23](O)=[O:24])[N:12]([CH2:14][CH2:15][NH:16][C@H:17]([CH3:22])[C:18]([CH3:21])([CH3:20])[CH3:19])[N:13]=1)[C:2]1[CH:7]=[CH:6][CH:5]=[CH:4][CH:3]=1.CN(C(ON1N=NC2C=CC=NC1=2)=[N+](C)C)C.F[P-](F)(F)(F)(F)F.CCN(C(C)C)C(C)C. The catalyst is CN(C=O)C. The product is [O:1]([CH2:8][C:9]1[CH:10]=[C:11]2[C:23](=[O:24])[N:16]([C@H:17]([CH3:22])[C:18]([CH3:19])([CH3:20])[CH3:21])[CH2:15][CH2:14][N:12]2[N:13]=1)[C:2]1[CH:3]=[CH:4][CH:5]=[CH:6][CH:7]=1. The yield is 0.170. (7) The reactants are [NH2:1][C:2]1[CH:3]=[C:4]([CH:17]=[CH:18][CH:19]=1)[O:5][C:6]1[C:15]2[N:14]=[CH:13][C:12](=[O:16])[NH:11][C:10]=2[N:9]=[CH:8][CH:7]=1.[C:20]([C:24]1[CH:28]=[C:27]([N:29]=[C:30]=[O:31])[N:26]([C:32]2[CH:37]=[CH:36][C:35]([CH3:38])=[CH:34][CH:33]=2)[N:25]=1)([CH3:23])([CH3:22])[CH3:21]. No catalyst specified. The product is [C:20]([C:24]1[CH:28]=[C:27]([NH:29][C:30]([NH:1][C:2]2[CH:19]=[CH:18][CH:17]=[C:4]([O:5][C:6]3[C:15]4[N:14]=[CH:13][C:12](=[O:16])[NH:11][C:10]=4[N:9]=[CH:8][CH:7]=3)[CH:3]=2)=[O:31])[N:26]([C:32]2[CH:37]=[CH:36][C:35]([CH3:38])=[CH:34][CH:33]=2)[N:25]=1)([CH3:23])([CH3:22])[CH3:21]. The yield is 0.650.